This data is from Catalyst prediction with 721,799 reactions and 888 catalyst types from USPTO. The task is: Predict which catalyst facilitates the given reaction. (1) Reactant: [Br:1][C:2]1[CH:3]=[C:4]2[C:8](=[C:9]([N+:11]([O-:13])=[O:12])[CH:10]=1)[NH:7][CH:6]=[CH:5]2.CN(C)C=O.[Cl:19]N1C(=O)CCC1=O.S([O-])([O-])(=O)=S.[Na+].[Na+]. Product: [Br:1][C:2]1[CH:3]=[C:4]2[C:8](=[C:9]([N+:11]([O-:13])=[O:12])[CH:10]=1)[NH:7][CH:6]=[C:5]2[Cl:19]. The catalyst class is: 7. (2) Reactant: [Cl:1][C:2]1[CH:3]=[C:4]2[C:8](=[CH:9][C:10]=1[Cl:11])[N:7]([CH3:12])[N:6]=[C:5]2[Sn](CCCC)(CCCC)CCCC.[C:26]([CH:28]1[CH2:33][CH2:32][N:31]([C:34](=[O:60])[C@H:35]([NH:39][C:40]([C:42]2[C:50]3[C:45](=[N:46][CH:47]=[C:48](Br)[N:49]=3)[N:44]([CH2:52][O:53][CH2:54][CH2:55][Si:56]([CH3:59])([CH3:58])[CH3:57])[CH:43]=2)=[O:41])[CH:36]2[CH2:38][CH2:37]2)[CH2:30][CH2:29]1)#[N:27]. Product: [C:26]([CH:28]1[CH2:33][CH2:32][N:31]([C:34](=[O:60])[C@H:35]([NH:39][C:40]([C:42]2[C:50]3[C:45](=[N:46][CH:47]=[C:48]([C:5]4[C:4]5[C:8](=[CH:9][C:10]([Cl:11])=[C:2]([Cl:1])[CH:3]=5)[N:7]([CH3:12])[N:6]=4)[N:49]=3)[N:44]([CH2:52][O:53][CH2:54][CH2:55][Si:56]([CH3:58])([CH3:57])[CH3:59])[CH:43]=2)=[O:41])[CH:36]2[CH2:37][CH2:38]2)[CH2:30][CH2:29]1)#[N:27]. The catalyst class is: 441. (3) Reactant: CN(C)[CH:3]=[CH:4][C:5]([C:7]1[S:11][C:10]([N:12]=CN(C)C)=[N:9][C:8]=1[CH3:17])=O.[C:19]([N:22]1[CH2:27][CH2:26][N:25]([C:28]2[CH:33]=[CH:32][C:31]([NH:34][C:35]([NH2:37])=[NH:36])=[CH:30][CH:29]=2)[CH2:24][CH2:23]1)(=[O:21])[CH3:20]. Product: [NH2:12][C:10]1[S:11][C:7]([C:5]2[CH:4]=[CH:3][N:37]=[C:35]([NH:34][C:31]3[CH:30]=[CH:29][C:28]([N:25]4[CH2:24][CH2:23][N:22]([C:19](=[O:21])[CH3:20])[CH2:27][CH2:26]4)=[CH:33][CH:32]=3)[N:36]=2)=[C:8]([CH3:17])[N:9]=1. The catalyst class is: 23. (4) Reactant: C([O:3][C:4](=O)[CH2:5][O:6][CH2:7][CH2:8][CH2:9][C:10]([O:12][CH2:13][CH3:14])=[O:11])C.CC(C)([O-])C.[K+].O1CCCC1.Cl. Product: [OH:3][C:4]1[CH2:5][O:6][CH2:7][CH2:8][C:9]=1[C:10]([O:12][CH2:13][CH3:14])=[O:11]. The catalyst class is: 11. (5) Reactant: [Cl:1][C:2]1[S:6][C:5]([C:7]([NH:9][CH2:10][C:11]2[N:12]=[N:13][N:14]([C:16]3[CH:21]=[CH:20][C:19]([N:22]4[CH:27]=[CH:26][CH:25]=[C:24]([O:28]C)[C:23]4=[O:30])=[CH:18][CH:17]=3)[CH:15]=2)=[O:8])=[CH:4][CH:3]=1.B(Br)(Br)Br. Product: [Cl:1][C:2]1[S:6][C:5]([C:7]([NH:9][CH2:10][C:11]2[N:12]=[N:13][N:14]([C:16]3[CH:17]=[CH:18][C:19]([N:22]4[CH:27]=[CH:26][CH:25]=[C:24]([OH:28])[C:23]4=[O:30])=[CH:20][CH:21]=3)[CH:15]=2)=[O:8])=[CH:4][CH:3]=1. The catalyst class is: 2. (6) The catalyst class is: 9. Reactant: [C:1](=O)([O-])[O-].[K+].[K+].[CH2:7]([C:11]1[O:15][C:14]([C:16]2[CH:17]=[CH:18][C:19]([CH3:26])=[C:20]([CH2:22][C:23]([OH:25])=[O:24])[CH:21]=2)=[N:13][N:12]=1)[CH:8]([CH3:10])[CH3:9].IC. Product: [CH3:1][O:24][C:23](=[O:25])[CH2:22][C:20]1[CH:21]=[C:16]([C:14]2[O:15][C:11]([CH2:7][CH:8]([CH3:10])[CH3:9])=[N:12][N:13]=2)[CH:17]=[CH:18][C:19]=1[CH3:26]. (7) The catalyst class is: 11. Product: [CH2:1]([O:8][CH2:9][CH:10]([F:33])[CH2:11][N:12]1[C:16]([C:17]2[CH:22]=[CH:21][C:20]([F:23])=[CH:19][CH:18]=2)=[C:15]([Br:24])[C:14]([CH3:25])=[N:13]1)[C:2]1[CH:7]=[CH:6][CH:5]=[CH:4][CH:3]=1. Reactant: [CH2:1]([O:8][CH2:9][CH:10](O)[CH2:11][N:12]1[C:16]([C:17]2[CH:22]=[CH:21][C:20]([F:23])=[CH:19][CH:18]=2)=[C:15]([Br:24])[C:14]([CH3:25])=[N:13]1)[C:2]1[CH:7]=[CH:6][CH:5]=[CH:4][CH:3]=1.C(N(S(F)(F)[F:33])CC)C.C(=O)(O)[O-].[Na+].O. (8) Reactant: [C:1]([O:5][C:6]([N:8]([CH2:10][C:11]1[C:12]([F:35])=[C:13]([C:28]2[C:29]([F:34])=[N:30][CH:31]=[CH:32][CH:33]=2)[N:14]([S:16]([C:19]2[CH:20]=[C:21]([CH:25]=[CH:26][CH:27]=2)[C:22](O)=[O:23])(=[O:18])=[O:17])[CH:15]=1)[CH3:9])=[O:7])([CH3:4])([CH3:3])[CH3:2].C1(C)C=CC=CC=1. Product: [F:35][C:12]1[C:11]([CH2:10][N:8]([CH3:9])[C:6](=[O:7])[O:5][C:1]([CH3:2])([CH3:3])[CH3:4])=[CH:15][N:14]([S:16]([C:19]2[CH:27]=[CH:26][CH:25]=[C:21]([CH2:22][OH:23])[CH:20]=2)(=[O:17])=[O:18])[C:13]=1[C:28]1[C:29]([F:34])=[N:30][CH:31]=[CH:32][CH:33]=1. The catalyst class is: 30.